This data is from Full USPTO retrosynthesis dataset with 1.9M reactions from patents (1976-2016). The task is: Predict the reactants needed to synthesize the given product. (1) Given the product [CH2:19]([O:18][C:16]([NH:1][CH2:2][CH2:3][CH2:4][CH2:5][C:6]([OH:8])=[O:7])=[O:17])[CH:20]=[CH2:21], predict the reactants needed to synthesize it. The reactants are: [NH2:1][CH2:2][CH2:3][CH2:4][CH2:5][C:6]([OH:8])=[O:7].C(=O)([O-])[O-].[Na+].[Na+].Cl[C:16]([O:18][CH2:19][CH:20]=[CH2:21])=[O:17].Cl. (2) The reactants are: [CH3:1][C:2]([CH3:13])([CH2:6][C:7]1[CH:12]=[CH:11][CH:10]=[CH:9][CH:8]=1)[CH2:3][CH:4]=O.[C:14](=[O:17])([O-])[O-].[NH4+:18].[NH4+:19].[C-]#N.[Na+].C#N.Cl.[CH2:26]([OH:28])C. Given the product [CH3:1][C:2]([CH3:13])([CH2:6][C:7]1[CH:12]=[CH:11][CH:10]=[CH:9][CH:8]=1)[CH2:3][CH:4]1[NH:19][C:26](=[O:28])[NH:18][C:14]1=[O:17], predict the reactants needed to synthesize it. (3) The reactants are: [NH4+].[N:2]#[C:3][S-:4].[NH2:5][C:6]1[CH:11]=[CH:10][C:9]([CH2:12][CH2:13][OH:14])=[CH:8][CH:7]=1. Given the product [OH:14][CH2:13][CH2:12][C:9]1[CH:10]=[CH:11][C:6]([NH:5][C:3]([NH2:2])=[S:4])=[CH:7][CH:8]=1, predict the reactants needed to synthesize it. (4) The reactants are: [Cl:1][C:2]1[CH:3]=[C:4]2[C:12](=[C:13]([Cl:15])[CH:14]=1)[NH:11][C:10]1[C:9]([C:21]([F:24])([F:23])[F:22])([O:16][Si](C)(C)C)[C:8]([F:26])([F:25])[CH2:7][CH2:6][C:5]2=1.[OH-].[K+]. Given the product [Cl:1][C:2]1[CH:3]=[C:4]2[C:12](=[C:13]([Cl:15])[CH:14]=1)[NH:11][C:10]1[C:9]([C:21]([F:22])([F:23])[F:24])([OH:16])[C:8]([F:25])([F:26])[CH2:7][CH2:6][C:5]2=1, predict the reactants needed to synthesize it. (5) Given the product [C:33]([O:31][C:30]1[C:24]2[NH:23][C:22]([CH2:21][CH2:20][CH2:19][N:18]([CH3:32])[CH2:17][CH2:16][C@:2]3([O:1][C:2](=[O:1])[CH:3]([CH3:9])[CH3:4])[CH2:7][C@H:6]4[CH2:8][CH2:9][C@@H:3]3[CH:4]=[C:5]4[C:10]3[CH:11]=[CH:12][CH:13]=[CH:14][CH:15]=3)=[N:26][C:25]=2[CH:27]=[CH:28][CH:29]=1)(=[O:37])[CH:34]([CH3:36])[CH3:35], predict the reactants needed to synthesize it. The reactants are: [OH:1][C:2]1([CH2:16][CH2:17][N:18]([CH3:32])[CH2:19][CH2:20][CH2:21][C:22]2[NH:23][C:24]3[C:30]([OH:31])=[CH:29][CH:28]=[CH:27][C:25]=3[N:26]=2)[CH2:7][CH:6]2[CH2:8][CH2:9][CH:3]1[CH:4]=[C:5]2[C:10]1[CH:15]=[CH:14][CH:13]=[CH:12][CH:11]=1.[C:33](Cl)(=[O:37])[CH:34]([CH3:36])[CH3:35].